This data is from Forward reaction prediction with 1.9M reactions from USPTO patents (1976-2016). The task is: Predict the product of the given reaction. (1) Given the reactants ClC(N(C)C)=C(C)C.[Si:9]([O:16][C@@H:17]([CH2:21][O:22][CH3:23])[C:18]([OH:20])=O)([C:12]([CH3:15])([CH3:14])[CH3:13])([CH3:11])[CH3:10].C(N(C(C)C)C(C)C)C.[CH3:33][C:34]1[CH:35]=[CH:36][C:37]([NH2:40])=[N:38][CH:39]=1.C(O)(=O)CC(CC(O)=O)(C(O)=O)O, predict the reaction product. The product is: [Si:9]([O:16][C@@H:17]([CH2:21][O:22][CH3:23])[C:18]([NH:40][C:37]1[CH:36]=[CH:35][C:34]([CH3:33])=[CH:39][N:38]=1)=[O:20])([C:12]([CH3:13])([CH3:14])[CH3:15])([CH3:10])[CH3:11]. (2) Given the reactants ICC.[N+:4](CS(C1C=CC(C)=CC=1)(=O)=O)#[C-].[CH3:17][C:18]([CH3:21])([O-])[CH3:19].[K+].[N+:23]([CH:25](S(C1C=CC(C)=CC=1)(=O)=O)[CH2:26][CH3:27])#[C-].C(#N)C=C, predict the reaction product. The product is: [CH2:26]([C:25]1[NH:23][CH:19]=[C:18]([C:21]#[N:4])[CH:17]=1)[CH3:27]. (3) Given the reactants [C:1]([O:5][C:6](=[O:14])[N:7]([CH2:9][CH2:10][CH2:11][CH2:12][NH2:13])[CH3:8])([CH3:4])([CH3:3])[CH3:2].[CH3:15][C:16]1[C:17]([CH:22]=O)=[N:18][CH:19]=[CH:20][CH:21]=1.[BH-](O[C:34]([CH3:36])=O)(OC(C)=O)OC(C)=O.[Na+], predict the reaction product. The product is: [C:1]([O:5][C:6](=[O:14])[N:7]([CH2:9][CH2:10][CH2:11][CH2:12][N:13]([CH2:20][C:19]1[C:34]([CH3:36])=[CH:15][CH:16]=[CH:17][N:18]=1)[CH2:22][C:17]1[C:16]([CH3:15])=[CH:21][CH:20]=[CH:19][N:18]=1)[CH3:8])([CH3:4])([CH3:2])[CH3:3]. (4) Given the reactants [ClH:1].C([O:6][CH2:7][CH2:8][O:9][CH2:10][CH2:11][O:12][CH2:13][CH2:14][O:15][CH2:16][CH2:17][NH2:18])(C)(C)C, predict the reaction product. The product is: [ClH:1].[NH2:18][CH2:17][CH2:16][O:15][CH2:14][CH2:13][O:12][CH2:11][CH2:10][O:9][CH2:8][CH2:7][OH:6]. (5) The product is: [ClH:2].[F:32][C:26]1[CH:27]=[CH:28][CH:29]=[C:30]([F:31])[C:25]=1[CH:21]([N:16]1[CH2:17][CH2:18][N:13]([CH3:9])[CH2:14][CH2:15]1)[C:22]([OH:24])=[O:23]. Given the reactants Cl.[Cl:2]C1C=CC=CC=1[CH:9]([N:13]1[CH2:18][CH2:17][N:16](C)[CH2:15][CH2:14]1)C(O)=O.Br[CH:21]([C:25]1[C:30]([F:31])=[CH:29][CH:28]=[CH:27][C:26]=1[F:32])[C:22]([OH:24])=[O:23], predict the reaction product. (6) Given the reactants CS(C)=O.C(Cl)(=O)C(Cl)=O.[OH:11][CH2:12][CH:13]1[CH2:15][CH:14]1[C:16]1[C:24]2[C:19](=[CH:20][CH:21]=[C:22]([C:25]#[N:26])[CH:23]=2)[N:18]([S:27]([C:30]2[CH:35]=[CH:34][C:33]([CH3:36])=[CH:32][CH:31]=2)(=[O:29])=[O:28])[N:17]=1.CCN(CC)CC, predict the reaction product. The product is: [CH:12]([CH:13]1[CH2:15][CH:14]1[C:16]1[C:24]2[C:19](=[CH:20][CH:21]=[C:22]([C:25]#[N:26])[CH:23]=2)[N:18]([S:27]([C:30]2[CH:31]=[CH:32][C:33]([CH3:36])=[CH:34][CH:35]=2)(=[O:28])=[O:29])[N:17]=1)=[O:11]. (7) Given the reactants [CH3:1][O:2][C:3]1[CH:8]=[CH:7][C:6](S(C(F)F)(=O)=O)=[CH:5][C:4]=1[NH:15][C:16]([NH:18][C:19]1[CH:24]=[CH:23][C:22]([CH3:25])=[CH:21][C:20]=1F)=[O:17].F[C:28]1[CH:34]=C(C)C=[CH:31][C:29]=1N.FC(F)S(C1C=CC(OC)=C(N=C=O)C=1)(=O)=O, predict the reaction product. The product is: [CH3:1][O:2][C:3]1[C:4]([NH:15][C:16]([NH:18][C:19]2[CH:24]=[CH:23][C:22]([CH3:25])=[CH:21][CH:20]=2)=[O:17])=[CH:5][C:6]2[C:7]([CH:8]=1)=[CH:31][CH:29]=[CH:28][CH:34]=2.